This data is from Full USPTO retrosynthesis dataset with 1.9M reactions from patents (1976-2016). The task is: Predict the reactants needed to synthesize the given product. (1) Given the product [CH3:24][N:11]([C:12]1[CH:17]=[C:16]([O:18][CH3:19])[C:15]([O:20][CH3:21])=[C:14]([O:22][CH3:23])[CH:13]=1)[C:8]1[C:6]2[N:7]=[C:2]([NH:37][C:34]3[CH:35]=[N:36][C:31]([N:28]4[CH2:27][CH2:26][O:25][CH2:30][CH2:29]4)=[CH:32][CH:33]=3)[N:3]=[CH:4][C:5]=2[S:10][CH:9]=1, predict the reactants needed to synthesize it. The reactants are: Cl[C:2]1[N:3]=[CH:4][C:5]2[S:10][CH:9]=[C:8]([N:11]([CH3:24])[C:12]3[CH:17]=[C:16]([O:18][CH3:19])[C:15]([O:20][CH3:21])=[C:14]([O:22][CH3:23])[CH:13]=3)[C:6]=2[N:7]=1.[O:25]1[CH2:30][CH2:29][N:28]([C:31]2[N:36]=[CH:35][C:34]([NH2:37])=[CH:33][CH:32]=2)[CH2:27][CH2:26]1. (2) Given the product [CH3:1][O:2][CH2:3][CH:4]([N:6]1[CH:10]=[C:11]([N+:14]([O-:16])=[O:15])[CH:12]=[CH:13][CH:8]1[NH2:9])[CH3:5], predict the reactants needed to synthesize it. The reactants are: [CH3:1][O:2][CH2:3][CH:4]([NH2:6])[CH3:5].Cl[C:8]1[CH:13]=[CH:12][C:11]([N+:14]([O-:16])=[O:15])=[CH:10][N:9]=1.